Task: Predict the reaction yield, written as a fraction of the theoretical maximum amount of product (1.0 means a 100% yield; for example, 0.34 means a 34% yield).. Dataset: Reaction yield outcomes from USPTO patents with 853,638 reactions (1) The reactants are [Cl:1][C:2]1[CH:7]=[CH:6][N:5]=[C:4]2[NH:8][C:9]([C:11]3[CH:16]=[CH:15][C:14]([C:17]([N:19]4[CH2:24][CH2:23][N:22]([CH3:25])[CH2:21][CH2:20]4)=[O:18])=[CH:13][CH:12]=3)=[N:10][C:3]=12.[N:26]1[CH:31]=[CH:30][C:29](B(O)O)=[CH:28][CH:27]=1.C(=O)([O-])[O-].[Na+].[Na+]. The catalyst is C1C=CC(P(C2C=CC=CC=2)[C-]2C=CC=C2)=CC=1.C1C=CC(P(C2C=CC=CC=2)[C-]2C=CC=C2)=CC=1.Cl[Pd]Cl.[Fe+2]. The product is [ClH:1].[CH3:25][N:22]1[CH2:23][CH2:24][N:19]([C:17]([C:14]2[CH:15]=[CH:16][C:11]([C:9]3[NH:8][C:4]4=[N:5][CH:6]=[CH:7][C:2]([C:29]5[CH:30]=[CH:31][N:26]=[CH:27][CH:28]=5)=[C:3]4[N:10]=3)=[CH:12][CH:13]=2)=[O:18])[CH2:20][CH2:21]1. The yield is 0.120. (2) The reactants are [CH3:1][O:2][C:3](=[O:14])[CH:4]=[C:5]([NH:7][CH:8]1[CH2:13][CH2:12][CH2:11][CH2:10][CH2:9]1)[CH3:6].ClC1C=C(Cl)C=C(Cl)C=1[O:24][C:25](=O)[CH:26]([CH3:39])[C:27](OC1C(Cl)=CC(Cl)=CC=1Cl)=[O:28]. The catalyst is BrC1C=CC=CC=1. The product is [CH:8]1([N:7]2[C:25](=[O:24])[C:26]([CH3:39])=[C:27]([OH:28])[C:4]([C:3]([O:2][CH3:1])=[O:14])=[C:5]2[CH3:6])[CH2:9][CH2:10][CH2:11][CH2:12][CH2:13]1. The yield is 0.210. (3) The reactants are [Br:1][C:2]1[CH:3]=[CH:4][C:5]2[N:6]([C:8]([C:11]([O:13]CC)=O)=[N:9][N:10]=2)[CH:7]=1.Cl.Cl.[Cl:18][C:19]1[C:24]([F:25])=[CH:23][CH:22]=[CH:21][C:20]=1[CH:26]1[CH2:31][CH2:30][NH:29][CH2:28][CH2:27]1.F[P-](F)(F)(F)(F)F.N1(O[P+](N(C)C)(N(C)C)N(C)C)C2C=CC=CC=2N=N1.C(N(C(C)C)CC)(C)C. The catalyst is C1COCC1.O. The product is [Br:1][C:2]1[CH:3]=[CH:4][C:5]2[N:6]([C:8]([C:11]([N:29]3[CH2:28][CH2:27][CH:26]([C:20]4[CH:21]=[CH:22][CH:23]=[C:24]([F:25])[C:19]=4[Cl:18])[CH2:31][CH2:30]3)=[O:13])=[N:9][N:10]=2)[CH:7]=1. The yield is 0.480. (4) The reactants are [Cl:1][C:2]1[N:11]=[CH:10][C:9]2[N:8]([CH:12]3[CH2:17][CH2:16]S[CH2:14][CH2:13]3)[C:7](=[O:18])[C:6]3([CH3:23])[CH2:19][O:20][CH2:21][CH2:22][N:5]3[C:4]=2[N:3]=1.O[O:25][S:26]([O-:28])=O.[K+]. The catalyst is CO.O. The product is [Cl:1][C:2]1[N:11]=[CH:10][C:9]2[N:8]([CH:12]3[CH2:13][CH2:14][S:26](=[O:28])(=[O:25])[CH2:16][CH2:17]3)[C:7](=[O:18])[C:6]3([CH3:23])[CH2:19][O:20][CH2:21][CH2:22][N:5]3[C:4]=2[N:3]=1. The yield is 0.630. (5) The reactants are [Cl:1][C:2]1[N:7]=[C:6]([Cl:8])[N:5]=[C:4](Cl)[N:3]=1.[CH3:10][Mg]Cl. The catalyst is C(Cl)Cl. The product is [Cl:1][C:2]1[N:7]=[C:6]([Cl:8])[N:5]=[C:4]([CH3:10])[N:3]=1. The yield is 0.900. (6) The reactants are [C:1]([O:5][C:6]([N:8]([C:18]1[N:23]2[N:24]=[CH:25][CH:26]=[C:22]2[C:21]([C:27]#[N:28])=[C:20]([OH:29])[C:19]=1[CH2:30][CH2:31][OH:32])[C:9]1[CH:14]=[CH:13][C:12]([O:15][CH2:16][CH3:17])=[CH:11][CH:10]=1)=[O:7])([CH3:4])([CH3:3])[CH3:2].[C:33]([Si:37]([CH3:40])([CH3:39])Cl)([CH3:36])([CH3:35])[CH3:34].N1C=CN=C1.CO. The catalyst is ClCCl.C(OCC)(=O)C. The product is [C:1]([O:5][C:6]([N:8]([C:18]1[N:23]2[N:24]=[CH:25][CH:26]=[C:22]2[C:21]([C:27]#[N:28])=[C:20]([OH:29])[C:19]=1[CH2:30][CH2:31][O:32][Si:37]([C:33]([CH3:36])([CH3:35])[CH3:34])([CH3:40])[CH3:39])[C:9]1[CH:10]=[CH:11][C:12]([O:15][CH2:16][CH3:17])=[CH:13][CH:14]=1)=[O:7])([CH3:4])([CH3:3])[CH3:2]. The yield is 0.660.